This data is from Peptide-MHC class II binding affinity with 134,281 pairs from IEDB. The task is: Regression. Given a peptide amino acid sequence and an MHC pseudo amino acid sequence, predict their binding affinity value. This is MHC class II binding data. The peptide sequence is WVAMTKGEGGV. The MHC is DRB1_1101 with pseudo-sequence DRB1_1101. The binding affinity (normalized) is 0.753.